Dataset: Catalyst prediction with 721,799 reactions and 888 catalyst types from USPTO. Task: Predict which catalyst facilitates the given reaction. (1) Reactant: [OH-].[Na+].BrBr.[C:5]([C:8]1[C:9]([Cl:23])=[C:10]2[C:15](=[C:16]([CH3:18])[CH:17]=1)[S:14](=[O:20])(=[O:19])[CH2:13][CH2:12][C:11]2([CH3:22])[CH3:21])(=[O:7])C.C(OCC)(=[O:26])C. Product: [Cl:23][C:9]1[C:8]([C:5]([OH:26])=[O:7])=[CH:17][C:16]([CH3:18])=[C:15]2[C:10]=1[C:11]([CH3:22])([CH3:21])[CH2:12][CH2:13][S:14]2(=[O:20])=[O:19]. The catalyst class is: 6. (2) Reactant: FC(F)(F)C(N[C@@H]1C2C(=CC=C(OC(C)C)C=2)[C@H](O)C1)=O.[CH2:22]([O:29][C:30]([NH:32]/[C:33](=[CH:38]\[C:39]1[CH:44]=[C:43]([Cl:45])[CH:42]=[C:41]([Cl:46])[CH:40]=1)/[C:34]([O:36][CH3:37])=[O:35])=[O:31])[C:23]1[CH:28]=[CH:27][CH:26]=[CH:25][CH:24]=1. Product: [CH2:22]([O:29][C:30]([NH:32][C@@H:33]([CH2:38][C:39]1[CH:40]=[C:41]([Cl:46])[CH:42]=[C:43]([Cl:45])[CH:44]=1)[C:34]([O:36][CH3:37])=[O:35])=[O:31])[C:23]1[CH:28]=[CH:27][CH:26]=[CH:25][CH:24]=1. The catalyst class is: 2. (3) Reactant: [N+:1]([C:4]1[CH:12]=[CH:11][CH:10]=[C:9]2[C:5]=1[CH:6]=[N:7][NH:8]2)([O-:3])=[O:2].[Br:13]N1C(=O)CCC1=O.[OH-].[K+].Cl.Cl[CH2:25][C:26]1[CH:31]=[CH:30][CH:29]=[C:28]([CH3:32])[N:27]=1. Product: [Br:13][C:6]1[C:5]2[C:9](=[CH:10][CH:11]=[CH:12][C:4]=2[N+:1]([O-:3])=[O:2])[N:8]([CH2:25][C:26]2[CH:31]=[CH:30][CH:29]=[C:28]([CH3:32])[N:27]=2)[N:7]=1. The catalyst class is: 3. (4) Reactant: [CH3:1][CH:2]1[NH:7][CH2:6][CH2:5][N:4]([C:8]2[CH:18]=[CH:17][C:11]([C:12]([O:14][CH2:15][CH3:16])=[O:13])=[CH:10][CH:9]=2)[CH2:3]1.Br[CH2:20][CH2:21][F:22].C([O-])([O-])=O.[Na+].[Na+]. Product: [F:22][CH2:21][CH2:20][N:7]1[CH2:6][CH2:5][N:4]([C:8]2[CH:18]=[CH:17][C:11]([C:12]([O:14][CH2:15][CH3:16])=[O:13])=[CH:10][CH:9]=2)[CH2:3][CH:2]1[CH3:1]. The catalyst class is: 31. (5) Reactant: [CH3:1][O:2][C:3](=[O:12])[CH:4]([C:6]1[CH:11]=[CH:10][CH:9]=[CH:8][CH:7]=1)Br.C(N(CC)CC)C.[C:20]([N:23]1[CH2:28][CH2:27][NH:26][CH2:25][CH2:24]1)(=[O:22])[CH3:21]. Product: [CH3:1][O:2][C:3](=[O:12])[CH:4]([N:26]1[CH2:27][CH2:28][N:23]([C:20](=[O:22])[CH3:21])[CH2:24][CH2:25]1)[C:6]1[CH:11]=[CH:10][CH:9]=[CH:8][CH:7]=1. The catalyst class is: 7. (6) Reactant: [Br:1][C:2]1[C:3]([CH3:14])=[C:4]([CH:11]=[CH:12][CH:13]=1)[C:5](N(C)OC)=[O:6].[CH2:15]([Mg]Cl)[CH2:16][CH2:17][CH3:18]. Product: [Br:1][C:2]1[C:3]([CH3:14])=[C:4]([C:5](=[O:6])[CH2:15][CH2:16][CH2:17][CH3:18])[CH:11]=[CH:12][CH:13]=1. The catalyst class is: 1.